Dataset: HIV replication inhibition screening data with 41,000+ compounds from the AIDS Antiviral Screen. Task: Binary Classification. Given a drug SMILES string, predict its activity (active/inactive) in a high-throughput screening assay against a specified biological target. (1) The molecule is Cc1cc2occ(-c3ccc(Cl)cc3)c2c(=O)o1. The result is 0 (inactive). (2) The drug is CC#CCCC1(C)CCCCN(C(=O)OC(C)C)C1OCC. The result is 0 (inactive). (3) The drug is Nc1c2c(nc(O)c1N=O)CCC2. The result is 0 (inactive). (4) The compound is CCC(=COC)P1(=O)OC(C)(C)CN1C(C)(C)C. The result is 0 (inactive). (5) The drug is CCC1CCC2C(CCC3(C)C(OC(C)=O)CCC23)C1C(=O)OC. The result is 0 (inactive).